Dataset: Forward reaction prediction with 1.9M reactions from USPTO patents (1976-2016). Task: Predict the product of the given reaction. (1) Given the reactants Br[C:2]1[C:10]2[N:9]3[CH2:11][CH2:12][NH:13][C:14](=[O:15])[C:8]3=[C:7]([CH3:16])[C:6]=2[CH:5]=[C:4]([F:17])[CH:3]=1.[F:18][C:19]1[CH:20]=[C:21](B(O)O)[CH:22]=[CH:23][C:24]=1[F:25], predict the reaction product. The product is: [F:18][C:19]1[CH:20]=[C:21]([C:2]2[C:10]3[N:9]4[CH2:11][CH2:12][NH:13][C:14](=[O:15])[C:8]4=[C:7]([CH3:16])[C:6]=3[CH:5]=[C:4]([F:17])[CH:3]=2)[CH:22]=[CH:23][C:24]=1[F:25]. (2) The product is: [Br:1][C:2]1[C:7]([CH3:8])=[C:6]([N+:9]([O-:11])=[O:10])[C:5]([NH:14][C:15]2[CH:20]=[CH:19][C:18]([CH2:21][CH2:22][OH:23])=[CH:17][CH:16]=2)=[N:4][C:3]=1[CH3:13]. Given the reactants [Br:1][C:2]1[C:3]([CH3:13])=[N:4][C:5](Cl)=[C:6]([N+:9]([O-:11])=[O:10])[C:7]=1[CH3:8].[NH2:14][C:15]1[CH:20]=[CH:19][C:18]([CH2:21][CH2:22][OH:23])=[CH:17][CH:16]=1, predict the reaction product. (3) Given the reactants [N+:1]([C:4]1[CH:9]=[CH:8][C:7]([N:10]2[CH2:15][CH2:14][CH2:13][CH2:12][CH2:11]2)=[CH:6][C:5]=1[C:16]1[CH:21]=[C:20]([O:22][C:23]2[CH:28]=[CH:27][CH:26]=[C:25]([C:29]([F:32])([F:31])[F:30])[CH:24]=2)[N:19]=[CH:18][N:17]=1)([O-])=O, predict the reaction product. The product is: [N:10]1([C:7]2[CH:8]=[CH:9][C:4]([NH2:1])=[C:5]([C:16]3[CH:21]=[C:20]([O:22][C:23]4[CH:28]=[CH:27][CH:26]=[C:25]([C:29]([F:32])([F:30])[F:31])[CH:24]=4)[N:19]=[CH:18][N:17]=3)[CH:6]=2)[CH2:15][CH2:14][CH2:13][CH2:12][CH2:11]1. (4) Given the reactants [Cl:1][C:2]1[CH:7]=[CH:6][N:5]=[C:4]([C:8]([OH:10])=O)[CH:3]=1.[F:11][C:12]1[CH:13]=[C:14]2[C:18](=[CH:19][CH:20]=1)[NH:17][CH2:16][C:15]2([CH3:22])[CH3:21].CN(C(ON1N=NC2C=CC=CC1=2)=[N+](C)C)C.[B-](F)(F)(F)F, predict the reaction product. The product is: [Cl:1][C:2]1[CH:7]=[CH:6][N:5]=[C:4]([C:8]([N:17]2[C:18]3[C:14](=[CH:13][C:12]([F:11])=[CH:20][CH:19]=3)[C:15]([CH3:22])([CH3:21])[CH2:16]2)=[O:10])[CH:3]=1. (5) The product is: [NH2:7][CH2:8][CH2:9][NH:10][C:11]([C:13]1[N:14]([CH2:33][CH:34]([CH3:36])[CH3:35])[CH:15]=[C:16]([NH:18][C:19]([C:21]2[NH:22][C:23]3[C:24]([CH:29]=2)=[CH:25][C:26]([NH:30][C:58](=[O:65])[CH2:57][CH2:52][NH2:51])=[CH:27][CH:28]=3)=[O:20])[CH:17]=1)=[O:12]. Given the reactants C(OC(=O)[NH:7][CH2:8][CH2:9][NH:10][C:11]([C:13]1[N:14]([CH2:33][CH:34]([CH3:36])[CH3:35])[CH:15]=[C:16]([NH:18][C:19]([C:21]2[NH:22][C:23]3[C:28]([CH:29]=2)=[CH:27][C:26]([N+:30]([O-])=O)=[CH:25][CH:24]=3)=[O:20])[CH:17]=1)=[O:12])(C)(C)C.C(OC(=O)NCCNC(C1[NH:51][C:52]2[C:57]([CH:58]=1)=CC=C(N)C=2)=O)(C)(C)C.C([O:65]C(NCCC(O)=O)=O)(C)(C)C.CN(C(ON1N=NC2C=CC=CC1=2)=[N+](C)C)C.F[P-](F)(F)(F)(F)F.C1C=CC2N(O)N=NC=2C=1.CCN(C(C)C)C(C)C.C(O)(C(F)(F)F)=O.C1(OC)C=CC=CC=1, predict the reaction product. (6) Given the reactants [CH2:1]([O:8][C:9]([NH:11][C@H:12]1[C@@H:16]([OH:17])[CH2:15][N:14]([C:18]([O:20][C:21]([CH3:24])([CH3:23])[CH3:22])=[O:19])[CH2:13]1)=[O:10])[C:2]1[CH:7]=[CH:6][CH:5]=[CH:4][CH:3]=1.C(N(CC)CC)C.[CH3:32][S:33](Cl)(=[O:35])=[O:34].O, predict the reaction product. The product is: [CH2:1]([O:8][C:9]([NH:11][C@H:12]1[C@@H:16]([O:17][S:33]([CH3:32])(=[O:35])=[O:34])[CH2:15][N:14]([C:18]([O:20][C:21]([CH3:24])([CH3:23])[CH3:22])=[O:19])[CH2:13]1)=[O:10])[C:2]1[CH:3]=[CH:4][CH:5]=[CH:6][CH:7]=1. (7) Given the reactants Br[C:2]1[CH:3]=[C:4]([CH:8]2[O:12]CCO2)[S:5][C:6]=1[CH3:7].CC1CCCO1.C([Li])CCC.[B:24](OC(C)C)([O:29]C(C)C)[O:25]C(C)C, predict the reaction product. The product is: [CH:8]([C:4]1[S:5][C:6]([CH3:7])=[C:2]([B:24]([OH:29])[OH:25])[CH:3]=1)=[O:12]. (8) Given the reactants Br[C:2]1[CH:3]=[C:4]2[C:8](=[CH:9][CH:10]=1)[NH:7][N:6]=[CH:5]2.[F:11][C:12]1[CH:17]=[C:16]([O:18][CH3:19])[CH:15]=[CH:14][C:13]=1B(O)O.C([O-])([O-])=O.[K+].[K+], predict the reaction product. The product is: [F:11][C:12]1[CH:17]=[C:16]([O:18][CH3:19])[CH:15]=[CH:14][C:13]=1[C:2]1[CH:10]=[CH:9][C:8]2[C:4](=[CH:5][NH:6][N:7]=2)[CH:3]=1. (9) Given the reactants [NH2:1][C:2]1[C:3]2[C:4](=[C:8]([C:11]([NH:13][C:14]3[C:19]([F:20])=[CH:18][CH:17]=[C:16]([N:21](CC4C=CC(OC)=CC=4)[S:22]([CH2:25][CH2:26][CH3:27])(=[O:24])=[O:23])[C:15]=3[F:37])=[O:12])[S:9][N:10]=2)[N:5]=[CH:6][N:7]=1.ClCCl, predict the reaction product. The product is: [F:37][C:15]1[C:16]([NH:21][S:22]([CH2:25][CH2:26][CH3:27])(=[O:23])=[O:24])=[CH:17][CH:18]=[C:19]([F:20])[C:14]=1[NH:13][C:11]([C:8]1[S:9][N:10]=[C:3]2[C:2]([NH2:1])=[N:7][CH:6]=[N:5][C:4]=12)=[O:12]. (10) Given the reactants [CH:1]1([C:4]2[CH:5]=[C:6]([C:9]([OH:11])=O)[NH:7][N:8]=2)[CH2:3][CH2:2]1.CCOC1N(C(OCC)=O)C2C(=CC=CC=2)C=C1.[C:30]([O:34][C:35](=[O:48])[NH:36][CH:37]([C:41]1[CH:46]=[CH:45][CH:44]=[C:43]([NH2:47])[CH:42]=1)[CH2:38][CH2:39][OH:40])([CH3:33])([CH3:32])[CH3:31], predict the reaction product. The product is: [C:30]([O:34][C:35](=[O:48])[NH:36][CH:37]([C:41]1[CH:46]=[CH:45][CH:44]=[C:43]([NH:47][C:9]([C:6]2[NH:7][N:8]=[C:4]([CH:1]3[CH2:2][CH2:3]3)[CH:5]=2)=[O:11])[CH:42]=1)[CH2:38][CH2:39][OH:40])([CH3:33])([CH3:31])[CH3:32].